The task is: Predict the reaction yield, written as a fraction of the theoretical maximum amount of product (1.0 means a 100% yield; for example, 0.34 means a 34% yield).. This data is from Reaction yield outcomes from USPTO patents with 853,638 reactions. (1) The reactants are [H-].[Na+].[OH:3][C:4]1[CH:5]=[C:6]([C:10](=[O:12])[CH3:11])[CH:7]=[CH:8][CH:9]=1.[C:13]([O:17][C:18](=[O:21])[CH2:19]Br)([CH3:16])([CH3:15])[CH3:14]. The catalyst is CN(C=O)C. The product is [C:13]([O:17][C:18]([CH2:19][O:3][C:4]1[CH:5]=[C:6]([C:10](=[O:12])[CH3:11])[CH:7]=[CH:8][CH:9]=1)=[O:21])([CH3:16])([CH3:15])[CH3:14]. The yield is 0.830. (2) The reactants are CCN(CC)CC.[NH2:8][C@H:9]([CH3:17])[C:10]([O:12][C@H:13]([CH2:15][CH3:16])[CH3:14])=[O:11].[P:18](Cl)(Cl)([O:20][C:21]1[CH:26]=[CH:25][CH:24]=[CH:23][CH:22]=1)=[O:19].[F:29][C:30]1[C:35]([OH:36])=[C:34]([F:37])[C:33]([F:38])=[C:32]([F:39])[C:31]=1[F:40]. The catalyst is C(Cl)Cl. The product is [F:29][C:30]1[C:31]([F:40])=[C:32]([F:39])[C:33]([F:38])=[C:34]([F:37])[C:35]=1[O:36][P:18]([NH:8][C@@H:9]([CH3:17])[C:10]([O:12][C@@H:13]([CH2:15][CH3:16])[CH3:14])=[O:11])([O:20][C:21]1[CH:26]=[CH:25][CH:24]=[CH:23][CH:22]=1)=[O:19]. The yield is 0.130. (3) The reactants are C(O)(=O)/C=C\C(O)=O.[NH2:9][C:10]1[CH:11]=[C:12]2[C:16](=[CH:17][CH:18]=1)[N:15]([C:19](=[O:24])[C:20]([CH3:23])([CH3:22])[CH3:21])[N:14]=[CH:13]2.[CH2:25]([N:32]1[CH2:37][CH:36]2[C:38](=O)[CH:33]1[CH2:34][CH2:35]2)[C:26]1[CH:31]=[CH:30][CH:29]=[CH:28][CH:27]=1.C(O[BH-](OC(=O)C)OC(=O)C)(=O)C.[Na+]. The catalyst is C1COCC1. The product is [CH2:25]([N:32]1[CH2:37][CH:36]2[CH:38]([NH:9][C:10]3[CH:11]=[C:12]4[C:16](=[CH:17][CH:18]=3)[N:15]([C:19](=[O:24])[C:20]([CH3:21])([CH3:23])[CH3:22])[N:14]=[CH:13]4)[CH:33]1[CH2:34][CH2:35]2)[C:26]1[CH:31]=[CH:30][CH:29]=[CH:28][CH:27]=1. The yield is 0.250. (4) The reactants are [CH2:1]([NH2:5])[CH2:2][CH2:3][CH3:4].[Cl:6][C:7]1[CH:12]=[CH:11][C:10]([CH2:13][S:14](Cl)(=[O:16])=[O:15])=[CH:9][CH:8]=1. The catalyst is C1COCC1. The product is [CH2:1]([NH:5][S:14]([CH2:13][C:10]1[CH:11]=[CH:12][C:7]([Cl:6])=[CH:8][CH:9]=1)(=[O:15])=[O:16])[CH2:2][CH2:3][CH3:4]. The yield is 0.930. (5) The catalyst is CC(O)=O. The yield is 0.330. The product is [Cl:22][C:17]1[C:16]2[C:21](=[C:12]3[C:13](=[CH:14][CH:15]=2)[C:4]2[C:3](=[CH:2][CH:7]=[CH:6][CH:5]=2)[S:8](=[O:10])(=[O:9])[NH:11]3)[N:20]=[CH:19][CH:18]=1. The reactants are N[C:2]1[CH:7]=[CH:6][CH:5]=[CH:4][C:3]=1[S:8]([NH:11][C:12]1[CH:13]=[CH:14][CH:15]=[C:16]2[C:21]=1[N:20]=[CH:19][CH:18]=[C:17]2[Cl:22])(=[O:10])=[O:9].N(OC(C)(C)C)=O. (6) The reactants are F.F.F.C(N(CC)CC)C.C(N(CC)CC)C.[Si]([O:35][CH2:36][C@H:37]1[O:41][C@@H:40]([N:42]2[CH:49]=[C:48]([CH3:50])[C:46](=[O:47])[NH:45][C:43]2=[O:44])[C@H:39]([O:51][CH2:52][CH2:53][O:54][N:55]([CH3:57])[CH3:56])[C@@H:38]1[OH:58])(C(C)(C)C)(C1C=CC=CC=1)C1C=CC=CC=1.CO. The product is [CH3:56][N:55]([CH3:57])[O:54][CH2:53][CH2:52][O:51][C@@H:39]1[C@H:38]([OH:58])[C@@H:37]([CH2:36][OH:35])[O:41][C@H:40]1[N:42]1[CH:49]=[C:48]([CH3:50])[C:46](=[O:47])[NH:45][C:43]1=[O:44]. The catalyst is C1COCC1.C(Cl)Cl. The yield is 0.925. (7) The reactants are [CH2:1]([O:8][C:9]1[CH:14]=[CH:13][C:12]([N:15]([CH3:30])[C:16]2[CH:21]=[CH:20][C:19]([CH:22]([CH3:29])[CH2:23]OS(C)(=O)=O)=[CH:18][CH:17]=2)=[CH:11][CH:10]=1)[C:2]1[CH:7]=[CH:6][CH:5]=[CH:4][CH:3]=1.[C-:31]#[N:32].[K+].C1OCCOCCOCCOCCOCCOC1. The catalyst is CS(C)=O. The product is [CH2:1]([O:8][C:9]1[CH:14]=[CH:13][C:12]([N:15]([CH3:30])[C:16]2[CH:21]=[CH:20][C:19]([CH:22]([CH3:29])[CH2:23][C:31]#[N:32])=[CH:18][CH:17]=2)=[CH:11][CH:10]=1)[C:2]1[CH:7]=[CH:6][CH:5]=[CH:4][CH:3]=1. The yield is 0.500. (8) The reactants are Cl[C:2]1[C:3]2[S:23][CH2:22][CH2:21][C:4]=2[N:5]=[C:6]([N:8]2[CH2:13][CH2:12][N:11]([C:14]3[CH:19]=[CH:18][C:17]([Cl:20])=[CH:16][CH:15]=3)[CH2:10][CH2:9]2)[N:7]=1.[N-:24]=[N+:25]=[N-:26].[Na+]. The catalyst is CN(C)C=O. The product is [N:24]([C:2]1[C:3]2[S:23][CH2:22][CH2:21][C:4]=2[N:5]=[C:6]([N:8]2[CH2:13][CH2:12][N:11]([C:14]3[CH:19]=[CH:18][C:17]([Cl:20])=[CH:16][CH:15]=3)[CH2:10][CH2:9]2)[N:7]=1)=[N+:25]=[N-:26]. The yield is 0.760. (9) The yield is 0.990. The catalyst is C1COCC1.O. The product is [Cl:1][C:2]1[CH:7]=[CH:6][CH:5]=[CH:4][C:3]=1[C:8]1[C:9]([C:20]([OH:22])=[O:21])=[CH:10][N:11]([C:13]2[CH:18]=[CH:17][N:16]=[C:15]([Cl:19])[CH:14]=2)[CH:12]=1. The reactants are [Cl:1][C:2]1[CH:7]=[CH:6][CH:5]=[CH:4][C:3]=1[C:8]1[C:9]([C:20]([O:22]CC)=[O:21])=[CH:10][N:11]([C:13]2[CH:18]=[CH:17][N:16]=[C:15]([Cl:19])[CH:14]=2)[CH:12]=1.[OH-].[Na+]. (10) The product is [CH3:38][O:1][CH2:2][C@@H:3]([NH:5][C:6]([C:8]1[C:16]2[C:11](=[N:12][CH:13]=[C:14]([C:17]3[C:25]4[C:20](=[CH:21][C:22]([Cl:26])=[CH:23][CH:24]=4)[N:19]([CH3:27])[N:18]=3)[N:15]=2)[N:10]([CH2:28][O:29][CH2:30][CH2:31][Si:32]([CH3:34])([CH3:33])[CH3:35])[CH:9]=1)=[O:7])[CH3:4]. The catalyst is C1COCC1. The yield is 0.490. The reactants are [OH:1][CH2:2][C@@H:3]([NH:5][C:6]([C:8]1[C:16]2[C:11](=[N:12][CH:13]=[C:14]([C:17]3[C:25]4[C:20](=[CH:21][C:22]([Cl:26])=[CH:23][CH:24]=4)[N:19]([CH3:27])[N:18]=3)[N:15]=2)[N:10]([CH2:28][O:29][CH2:30][CH2:31][Si:32]([CH3:35])([CH3:34])[CH3:33])[CH:9]=1)=[O:7])[CH3:4].[OH-].[K+].[CH2:38]1OCCOCCOCCOCCOCCOC1.IC.